Task: Predict the product of the given reaction.. Dataset: Forward reaction prediction with 1.9M reactions from USPTO patents (1976-2016) (1) Given the reactants [Cl:1][C:2]1[C:11]2[C:6](=[CH:7][CH:8]=[CH:9][CH:10]=2)[N:5]=[CH:4][CH:3]=1.[N+:12]([O-])([OH:14])=[O:13].OS(O)(=O)=O, predict the reaction product. The product is: [Cl:1][C:2]1[C:11]2[C:6](=[C:7]([N+:12]([O-:14])=[O:13])[CH:8]=[CH:9][CH:10]=2)[N:5]=[CH:4][CH:3]=1. (2) Given the reactants [I:1][C:2]1[C:3]([S:11][C:12]2[N:20]=[C:19]3[C:15]([N:16]=[CH:17][NH:18]3)=[C:14](N)[N:13]=2)=[CH:4][C:5]2[O:9][CH2:8][O:7][C:6]=2[CH:10]=1.Br[CH2:23][CH2:24][CH2:25][NH:26][C:27](=[O:31])[CH:28]([CH3:30])[CH3:29].C([O-])([O-])=O.[Cs+].[Cs+].C[N:39](C=O)C, predict the reaction product. The product is: [NH2:39][C:15]1[N:16]=[CH:17][N:18]=[C:19]2[C:14]=1[N:13]=[C:12]([S:11][C:3]1[C:2]([I:1])=[CH:10][C:6]3[O:7][CH2:8][O:9][C:5]=3[CH:4]=1)[N:20]2[CH2:23][CH2:24][CH2:25][NH:26][C:27](=[O:31])[CH:28]([CH3:30])[CH3:29]. (3) Given the reactants C([O:8][C:9](=[O:45])[CH2:10][C@@H:11]([N:25]1[CH:29]=[CH:28][C:27]([C:30]2[CH:35]=[CH:34][C:33]([C:36]3[CH:41]=[CH:40][C:39]([C:42](=[O:44])[NH2:43])=[CH:38][CH:37]=3)=[CH:32][CH:31]=2)=[CH:26]1)[C:12]([NH:14][C@@H:15]([CH2:18][C:19]1[CH:24]=[CH:23][CH:22]=[CH:21][CH:20]=1)[CH2:16][OH:17])=[O:13])C1C=CC=CC=1.C([C@H](NC(=O)[C@H](N1C=CC(C2C=CC(C3C=CC(C(=O)N)=CC=3)=CC=2)=C1)CC(O)=O)CO)C1C=CC=CC=1.[K+].[Br-], predict the reaction product. The product is: [CH2:18]([CH:15]([NH:14][C:12](=[O:13])[C@H:11]([N:25]1[CH:29]=[CH:28][C:27]([C:30]2[CH:35]=[CH:34][C:33]([C:36]3[CH:41]=[CH:40][C:39]([C:42](=[O:44])[NH2:43])=[CH:38][CH:37]=3)=[CH:32][CH:31]=2)=[CH:26]1)[CH2:10][C:9]([OH:45])=[O:8])[CH2:16][OH:17])[C:19]1[CH:24]=[CH:23][CH:22]=[CH:21][CH:20]=1. (4) The product is: [CH3:1][O:2][C:3]([C:5]1[N:6]([CH2:23][C:24]2[CH:29]=[CH:28][C:27]([F:30])=[C:26]([C:31]([F:34])([F:32])[F:33])[CH:25]=2)[C:7]2[C:12]([CH:13]=1)=[C:11]([F:14])[C:10]([OH:15])=[CH:9][CH:8]=2)=[O:4]. Given the reactants [CH3:1][O:2][C:3]([C:5]1[N:6]([CH2:23][C:24]2[CH:29]=[CH:28][C:27]([F:30])=[C:26]([C:31]([F:34])([F:33])[F:32])[CH:25]=2)[C:7]2[C:12]([CH:13]=1)=[C:11]([F:14])[C:10]([O:15]CC1C=CC=CC=1)=[CH:9][CH:8]=2)=[O:4], predict the reaction product.